Task: Predict the product of the given reaction.. Dataset: Forward reaction prediction with 1.9M reactions from USPTO patents (1976-2016) (1) Given the reactants Cl[C:2]1[C:3]2[C:4](=[CH:18][N:19](CC3C=CC(OC)=CC=3)[N:20]=2)[N:5]=[C:6]([C:8]2[CH:17]=[CH:16][C:11]([C:12]([O:14][CH3:15])=[O:13])=[CH:10][CH:9]=2)[N:7]=1.[O:30]1[CH2:35][CH2:34][N:33]([C:36]2[CH:42]=[CH:41][C:39]([NH2:40])=[CH:38][CH:37]=2)[CH2:32][CH2:31]1.Cl, predict the reaction product. The product is: [O:30]1[CH2:31][CH2:32][N:33]([C:36]2[CH:37]=[CH:38][C:39]([NH:40][C:2]3[C:3]4[NH:20][N:19]=[CH:18][C:4]=4[N:5]=[C:6]([C:8]4[CH:17]=[CH:16][C:11]([C:12]([O:14][CH3:15])=[O:13])=[CH:10][CH:9]=4)[N:7]=3)=[CH:41][CH:42]=2)[CH2:34][CH2:35]1. (2) The product is: [F:13][C:14]1[CH:15]=[C:16]([N:17]2[CH2:6][CH2:7][CH:5]([C:8]([OH:9])=[O:10])[C:4]2=[O:11])[CH:18]=[CH:19][C:20]=1[O:21][CH3:22]. Given the reactants CC1(C)[O:9][C:8](=[O:10])[C:5]2([CH2:7][CH2:6]2)[C:4](=[O:11])O1.[F:13][C:14]1[CH:15]=[C:16]([CH:18]=[CH:19][C:20]=1[O:21][CH3:22])[NH2:17], predict the reaction product.